From a dataset of Forward reaction prediction with 1.9M reactions from USPTO patents (1976-2016). Predict the product of the given reaction. (1) The product is: [NH2:6][C:5]1([CH2:4][OH:24])[CH2:7][CH2:8][CH2:9][CH2:10]1.[ClH:35].[NH2:26][C:18]1([CH2:17][Cl:35])[CH2:19][CH2:20][CH2:21][CH2:22]1. Given the reactants C([C:4]1[CH:10]=[C:9]([N+]([O-])=O)[CH:8]=[CH:7][C:5]=1[NH2:6])(C)C.C([C:17]1[CH:22]=[C:21]([N+]([O-])=[O:24])[CH:20]=[CH:19][C:18]=1[N:26]=C=S)(C)C.OCCN.O=S(Cl)[Cl:35], predict the reaction product. (2) Given the reactants [NH2:1][C:2]1[CH:3]=[CH:4][C:5]([C:8]([OH:10])=[O:9])=[N:6][CH:7]=1.O=S(Cl)Cl.[CH2:15](O)[CH3:16], predict the reaction product. The product is: [NH2:1][C:2]1[CH:3]=[CH:4][C:5]([C:8]([O:10][CH2:15][CH3:16])=[O:9])=[N:6][CH:7]=1. (3) Given the reactants CS[C:3]1[S:4]/[C:5](=[CH:9]\[C:10]2[CH:11]=[C:12]3[C:17](=[CH:18][CH:19]=2)[N:16]=[CH:15][CH:14]=[CH:13]3)/[C:6](=[O:8])[N:7]=1.[N:20]1[CH:25]=[CH:24][CH:23]=[CH:22][C:21]=1[CH2:26][CH2:27][NH2:28].CCN(C(C)C)C(C)C, predict the reaction product. The product is: [N:20]1[CH:25]=[CH:24][CH:23]=[CH:22][C:21]=1[CH2:26][CH2:27][NH:28][C:3]1[S:4]/[C:5](=[CH:9]\[C:10]2[CH:11]=[C:12]3[C:17](=[CH:18][CH:19]=2)[N:16]=[CH:15][CH:14]=[CH:13]3)/[C:6](=[O:8])[N:7]=1. (4) Given the reactants C1(C)C=CC(S([N:10]2[CH2:16][CH:15]([N:17]([CH3:19])[CH3:18])[CH2:14][N:13](S(C3C=CC(C)=CC=3)(=O)=O)[CH2:12][CH2:11]2)(=O)=O)=CC=1.C1(O)C=CC=CC=1.[BrH:38], predict the reaction product. The product is: [BrH:38].[BrH:38].[BrH:38].[CH3:18][N:17]([CH:15]1[CH2:14][NH:13][CH2:12][CH2:11][NH:10][CH2:16]1)[CH3:19]. (5) Given the reactants F[C:2]1[CH:9]=[CH:8][C:5]([C:6]#[N:7])=[C:4]([C:10]([F:13])([F:12])[F:11])[CH:3]=1.[CH3:14][C:15]1([CH3:22])[NH:19][C:18](=[O:20])[NH:17][C:16]1=[O:21].C([O-])([O-])=O.[K+].[K+].O, predict the reaction product. The product is: [CH3:14][C:15]1([CH3:22])[C:16](=[O:21])[N:17]([C:2]2[CH:9]=[CH:8][C:5]([C:6]#[N:7])=[C:4]([C:10]([F:13])([F:12])[F:11])[CH:3]=2)[C:18](=[O:20])[NH:19]1. (6) Given the reactants Cl.[Cl:2][CH2:3][CH2:4][NH:5][CH2:6][CH2:7][Cl:8].[CH2:9](Br)[C:10]1[CH:15]=[CH:14][CH:13]=[CH:12][CH:11]=1.C(N(CC)CC)C, predict the reaction product. The product is: [Cl:2][CH2:3][CH2:4][N:5]([CH2:9][C:10]1[CH:15]=[CH:14][CH:13]=[CH:12][CH:11]=1)[CH2:6][CH2:7][Cl:8]. (7) Given the reactants [Br:1][C:2]1[CH:7]=[CH:6][C:5]([O:8][CH2:9][C:10]2[CH:15]=[CH:14][C:13]([Cl:16])=[CH:12][CH:11]=2)=[C:4]([CH2:17]Br)[CH:3]=1.C([O-])([O-])=O.[Cs+].[Cs+].[CH3:25][N:26](C=O)[CH3:27], predict the reaction product. The product is: [Br:1][C:2]1[CH:7]=[CH:6][C:5]([O:8][CH2:9][C:10]2[CH:15]=[CH:14][C:13]([Cl:16])=[CH:12][CH:11]=2)=[C:4]([CH2:17][N:26]([CH3:27])[CH3:25])[CH:3]=1. (8) Given the reactants [OH:1][CH2:2][C:3]1[CH:4]=[C:5]([CH2:9][CH2:10][OH:11])[CH:6]=[CH:7][CH:8]=1, predict the reaction product. The product is: [OH:11][CH2:10][CH2:9][C:5]1[CH:4]=[C:3]([CH:8]=[CH:7][CH:6]=1)[CH:2]=[O:1]. (9) Given the reactants [CH3:1][O:2][C:3]([C:5]1[C:13]2[C:8](=[CH:9][CH:10]=[CH:11][C:12]=2[O:14][CH2:15][C:16]([O:18][CH3:19])=[O:17])[N:7]([CH2:20][C:21]2[CH:26]=[CH:25][CH:24]=[CH:23][CH:22]=2)[C:6]=1[CH3:27])=[O:4].COC(=O)[CH2:31][O:32][C:33]1C=[CH:40][CH:39]=[C:38]2[C:34]=1[CH:35]=[C:36]([CH3:49])[N:37]2[CH2:42][C:43]1[CH:48]=[CH:47][CH:46]=[CH:45][CH:44]=1.C([N:58]1C2C=CNC(=O)C=2C=C1C)C1C=CC=CC=1.[Cl-].C([Al+]CC)C.ClC(OC)=O, predict the reaction product. The product is: [CH3:1][O:2][C:3]([C:5]1[C:13]2[C:8](=[CH:9][CH:10]=[CH:11][C:12]=2[O:14][CH2:15][C:16]([O:18][CH3:19])=[O:17])[N:7]([CH2:20][C:21]2[CH:26]=[CH:25][CH:24]=[CH:23][CH:22]=2)[C:6]=1[CH3:27])=[O:4].[CH2:42]([N:37]1[C:38]2[CH:39]=[CH:40][N:58]=[C:33]([O:32][CH3:31])[C:34]=2[CH:35]=[C:36]1[CH3:49])[C:43]1[CH:48]=[CH:47][CH:46]=[CH:45][CH:44]=1.